From a dataset of Peptide-MHC class I binding affinity with 185,985 pairs from IEDB/IMGT. Regression. Given a peptide amino acid sequence and an MHC pseudo amino acid sequence, predict their binding affinity value. This is MHC class I binding data. (1) The peptide sequence is AIRAGYSIV. The MHC is HLA-A02:03 with pseudo-sequence HLA-A02:03. The binding affinity (normalized) is 1.00. (2) The peptide sequence is TVKPGNFNK. The MHC is HLA-A33:01 with pseudo-sequence HLA-A33:01. The binding affinity (normalized) is 0.361. (3) The peptide sequence is RLKPVGSAY. The MHC is HLA-A02:01 with pseudo-sequence HLA-A02:01. The binding affinity (normalized) is 0. (4) The peptide sequence is VVFVVFMGV. The MHC is HLA-A02:02 with pseudo-sequence HLA-A02:02. The binding affinity (normalized) is 0.247. (5) The peptide sequence is SPRYIFTML. The MHC is HLA-B40:01 with pseudo-sequence HLA-B40:01. The binding affinity (normalized) is 0.0847. (6) The peptide sequence is DRFGLAESLL. The MHC is HLA-B38:01 with pseudo-sequence HLA-B38:01. The binding affinity (normalized) is 0.822.